From a dataset of Full USPTO retrosynthesis dataset with 1.9M reactions from patents (1976-2016). Predict the reactants needed to synthesize the given product. (1) Given the product [F:77][CH:48]([F:47])[CH2:49][NH:50][C:51]1[N:56]=[C:55]2[CH:57]([CH3:61])[N:58]([C:4](=[O:6])[CH2:3][O:2][CH3:1])[CH2:59][CH2:60][C:54]2=[N:53][C:52]=1[N:62]1[CH2:67][CH2:66][CH:65]([O:68][C:69]2[CH:74]=[CH:73][C:72]([F:75])=[CH:71][C:70]=2[F:76])[CH2:64][CH2:63]1.[C:41]([OH:42])([C:43]([F:46])([F:45])[F:44])=[O:40], predict the reactants needed to synthesize it. The reactants are: [CH3:1][O:2][CH2:3][C:4]([OH:6])=O.CN(C(ON1N=NC2C=CC=NC1=2)=[N+](C)C)C.F[P-](F)(F)(F)(F)F.CCN(C(C)C)C(C)C.[OH:40][C:41]([C:43]([F:46])([F:45])[F:44])=[O:42].[F:47][CH:48]([F:77])[CH2:49][NH:50][C:51]1[N:56]=[C:55]2[CH:57]([CH3:61])[NH:58][CH2:59][CH2:60][C:54]2=[N:53][C:52]=1[N:62]1[CH2:67][CH2:66][CH:65]([O:68][C:69]2[CH:74]=[CH:73][C:72]([F:75])=[CH:71][C:70]=2[F:76])[CH2:64][CH2:63]1. (2) The reactants are: [C:1]1([S:7]([CH2:10][C:11]2[C:12]([N+:24]([O-])=O)=[C:13]([N:17]3[CH2:22][CH2:21][N:20]([CH3:23])[CH2:19][CH2:18]3)[CH:14]=[CH:15][CH:16]=2)(=[O:9])=[O:8])[CH:6]=[CH:5][CH:4]=[CH:3][CH:2]=1. Given the product [C:1]1([S:7]([CH2:10][C:11]2[CH:16]=[CH:15][CH:14]=[C:13]([N:17]3[CH2:22][CH2:21][N:20]([CH3:23])[CH2:19][CH2:18]3)[C:12]=2[NH2:24])(=[O:8])=[O:9])[CH:2]=[CH:3][CH:4]=[CH:5][CH:6]=1, predict the reactants needed to synthesize it. (3) Given the product [Cl:1][C:2]1[N:11]=[C:10]([CH2:26][C:25]2[CH:24]=[CH:23][C:22]([S:19]([CH3:18])(=[O:21])=[O:20])=[CH:29][CH:28]=2)[C:9]2[C:4](=[CH:5][C:6]([O:15][CH3:16])=[C:7]([O:13][CH3:14])[CH:8]=2)[N:3]=1, predict the reactants needed to synthesize it. The reactants are: [Cl:1][C:2]1[N:11]=[C:10](Cl)[C:9]2[C:4](=[CH:5][C:6]([O:15][CH3:16])=[C:7]([O:13][CH3:14])[CH:8]=2)[N:3]=1.Cl.[CH3:18][S:19]([C:22]1[CH:29]=[CH:28][C:25]([CH2:26]N)=[CH:24][CH:23]=1)(=[O:21])=[O:20].C(N(C(C)C)CC)(C)C.P(=O)(O)(O)O. (4) Given the product [Cl:1][C:2]1[N:7]=[C:6]([Cl:8])[C:5]([C:9]([OH:10])=[O:15])=[CH:4][N:3]=1, predict the reactants needed to synthesize it. The reactants are: [Cl:1][C:2]1[N:7]=[C:6]([Cl:8])[C:5]([C:9](Cl)=[O:10])=[CH:4][N:3]=1.C1C[O:15]CC1. (5) Given the product [C:36]([C:26]1[CH:25]=[C:24]([NH:23][C:21](=[O:22])[NH:20][C:13]2[C:14]3[C:19](=[CH:18][CH:17]=[CH:16][CH:15]=3)[C:10]([O:9][CH2:8][CH2:7][N:5]3[CH:6]=[C:2]([NH:1][C:52](=[O:53])[CH2:51][O:50][CH3:49])[N:3]=[CH:4]3)=[CH:11][CH:12]=2)[N:28]([C:29]2[CH:34]=[CH:33][C:32]([CH3:35])=[CH:31][CH:30]=2)[N:27]=1)([CH3:39])([CH3:38])[CH3:37], predict the reactants needed to synthesize it. The reactants are: [NH2:1][C:2]1[N:3]=[CH:4][N:5]([CH2:7][CH2:8][O:9][C:10]2[C:19]3[C:14](=[CH:15][CH:16]=[CH:17][CH:18]=3)[C:13]([NH:20][C:21]([NH:23][C:24]3[N:28]([C:29]4[CH:34]=[CH:33][C:32]([CH3:35])=[CH:31][CH:30]=4)[N:27]=[C:26]([C:36]([CH3:39])([CH3:38])[CH3:37])[CH:25]=3)=[O:22])=[CH:12][CH:11]=2)[CH:6]=1.CCN(C(C)C)C(C)C.[CH3:49][O:50][CH2:51][C:52](Cl)=[O:53]. (6) Given the product [CH2:29]([C:6]1[CH:7]=[CH:2][CH:3]=[CH:4][C:5]=1[NH:8][C:9]([NH:11][C:12]1[CH:17]=[CH:16][CH:15]=[C:14]([C:18]2[CH:23]=[CH:22][CH:21]=[C:20]([N:24]3[CH2:28][CH2:27][CH2:26][CH2:25]3)[N:19]=2)[CH:13]=1)=[O:10])[CH3:30], predict the reactants needed to synthesize it. The reactants are: Cl[C:2]1[CH:7]=[CH:6][C:5]([NH:8][C:9]([NH:11][C:12]2[CH:17]=[CH:16][CH:15]=[C:14]([C:18]3[CH:23]=[CH:22][CH:21]=[C:20]([N:24]4[CH2:28][CH2:27][CH2:26][CH2:25]4)[N:19]=3)[CH:13]=2)=[O:10])=[CH:4][CH:3]=1.[CH2:29](C1C=CC=CC=1N)[CH3:30].CCN(C(C)C)C(C)C. (7) Given the product [CH2:50]([O:54][C:55]([N:57]1[CH2:62][CH2:61][N:60]([C:13](=[O:15])[C@@H:12]([NH:11][C:9]([O:8][CH2:1][C:2]2[CH:3]=[CH:4][CH:5]=[CH:6][CH:7]=2)=[O:10])[CH2:16][CH:17]([F:19])[F:18])[CH2:59][CH2:58]1)=[O:56])[CH2:51][CH2:52][CH3:53], predict the reactants needed to synthesize it. The reactants are: [CH2:1]([O:8][C:9]([NH:11][C@@H:12]([CH2:16][CH:17]([F:19])[F:18])[C:13]([OH:15])=O)=[O:10])[C:2]1[CH:7]=[CH:6][CH:5]=[CH:4][CH:3]=1.C(N1CCOCC1)C.[B-](F)(F)(F)F.CCOC(C(C#N)=NOC(N(C)C)=[N+](C)C)=O.[CH2:50]([O:54][C:55]([N:57]1[CH2:62][CH2:61][NH:60][CH2:59][CH2:58]1)=[O:56])[CH2:51][CH2:52][CH3:53].